Dataset: Full USPTO retrosynthesis dataset with 1.9M reactions from patents (1976-2016). Task: Predict the reactants needed to synthesize the given product. (1) Given the product [CH:8]1([CH2:11][CH2:12][NH:13][C:14]([C:16]2[N:17]=[N:18][C:19]([N:22]3[CH2:27][CH2:26][N:25]([C:5]([CH:4]4[CH2:1][CH2:2][CH2:3]4)=[O:7])[CH2:24][CH2:23]3)=[CH:20][CH:21]=2)=[O:15])[CH2:10][CH2:9]1, predict the reactants needed to synthesize it. The reactants are: [CH2:1]1[CH:4]([C:5]([OH:7])=O)[CH2:3][CH2:2]1.[CH:8]1([CH2:11][CH2:12][NH:13][C:14]([C:16]2[N:17]=[N:18][C:19]([N:22]3[CH2:27][CH2:26][NH:25][CH2:24][CH2:23]3)=[CH:20][CH:21]=2)=[O:15])[CH2:10][CH2:9]1. (2) Given the product [S:2](=[O:11])=[O:3].[S:2]([C:4]1[CH:9]=[CH:8][C:7]([S:17]([Cl:1])(=[O:20])=[O:18])=[CH:6][CH:5]=1)(=[O:11])(=[O:3])[NH2:12], predict the reactants needed to synthesize it. The reactants are: [ClH:1].[S:2]([NH2:12])(=[O:11])([C:4]1[CH:9]=[CH:8][C:7](N)=[CH:6][CH:5]=1)=[O:3].N([O-])=O.[Na+].[S:17](S([O-])=O)([O-:20])(=O)=[O:18].[Na+].[Na+].S(=O)(=O)(O)O.S(=O)=O. (3) Given the product [NH2:17][CH2:16][CH2:15][NH:18][C:8]([NH:7][C:1]1[CH:6]=[CH:5][CH:4]=[CH:3][CH:2]=1)=[S:9], predict the reactants needed to synthesize it. The reactants are: [C:1]1([N:7]=[C:8]=[S:9])[CH:6]=[CH:5][CH:4]=[CH:3][CH:2]=1.C1COCC1.[CH2:15]([NH2:18])[CH2:16][NH2:17].Cl. (4) Given the product [N:11]1([CH2:10][C:2]2[N:3]([CH2:39][CH2:40][CH2:41][NH2:43])[C:4]3[CH:9]=[CH:8][CH:7]=[CH:6][C:5]=3[N:1]=2)[C@H:24]2[C@@H:15]([CH2:16][CH2:17][C:18]3[C:23]2=[N:22][CH:21]=[CH:20][CH:19]=3)[CH2:14][CH2:13][CH2:12]1, predict the reactants needed to synthesize it. The reactants are: [NH:1]1[C:5]2[CH:6]=[CH:7][CH:8]=[CH:9][C:4]=2[N:3]=[C:2]1[CH2:10][N:11]1[C@H:24]2[C@@H:15]([CH2:16][CH2:17][C:18]3[C:23]2=[N:22][CH:21]=[CH:20][CH:19]=3)[CH2:14][CH2:13][CH2:12]1.C(N(C(C)C)CC)(C)C.BrCCCC1C=CC=[C:40]2[C:41]([NH:43]C(=O)[C:39]=12)=O.[I-].[K+].